From a dataset of Full USPTO retrosynthesis dataset with 1.9M reactions from patents (1976-2016). Predict the reactants needed to synthesize the given product. (1) Given the product [C:10]([NH:11][C@:7]([CH3:14])([C:8]([OH:15])=[O:13])[CH2:6][S:5][C:1]([CH3:4])([CH3:3])[CH3:2])(=[O:12])[NH2:9], predict the reactants needed to synthesize it. The reactants are: [C:1]([S:5][CH2:6][C:7]1([CH3:14])[NH:11][C:10](=[O:12])[NH:9][C:8]1=[O:13])([CH3:4])([CH3:3])[CH3:2].[OH-:15].[Ca+2].[OH-]. (2) Given the product [CH3:9][S:6]([O:5][CH2:20][C:17]([CH:16]([C:13]1[S:14][CH:15]=[C:11]([Cl:10])[N:12]=1)[C:22]1[NH:23][C:24]([C:35]2[CH:40]=[CH:39][CH:38]=[C:37]([F:41])[CH:36]=2)=[C:25]2[C:30](=[O:31])[N:29]([CH3:32])[C:28](=[O:33])[N:27]([CH3:34])[C:26]=12)=[CH2:18])(=[O:7])=[O:8], predict the reactants needed to synthesize it. The reactants are: CS([O:5][S:6]([CH3:9])(=[O:8])=[O:7])(=O)=O.[Cl:10][C:11]1[N:12]=[C:13]([CH:16]([C:22]2[NH:23][C:24]([C:35]3[CH:40]=[CH:39][CH:38]=[C:37]([F:41])[CH:36]=3)=[C:25]3[C:30](=[O:31])[N:29]([CH3:32])[C:28](=[O:33])[N:27]([CH3:34])[C:26]=23)[CH:17]([CH2:20]O)[CH2:18]O)[S:14][CH:15]=1.C(N(CC)CC)C. (3) Given the product [S:25]1[CH:29]=[CH:28][C:27]([S:30]([N:1]2[CH2:6][CH2:5][CH2:4][CH2:3][CH:2]2[CH2:7][CH2:8][NH:9][C:10]2[S:11][C:12]([C:15]([C:17]3[CH:22]=[CH:21][CH:20]=[CH:19][C:18]=3[CH3:23])=[O:16])=[CH:13][N:14]=2)(=[O:32])=[O:31])=[CH:26]1, predict the reactants needed to synthesize it. The reactants are: [NH:1]1[CH2:6][CH2:5][CH2:4][CH2:3][CH:2]1[CH2:7][CH2:8][NH:9][C:10]1[S:11][C:12]([C:15]([C:17]2[CH:22]=[CH:21][CH:20]=[CH:19][C:18]=2[CH3:23])=[O:16])=[CH:13][N:14]=1.Cl.[S:25]1[CH:29]=[CH:28][C:27]([S:30](Cl)(=[O:32])=[O:31])=[CH:26]1.CCN(CC)CC.